Dataset: Forward reaction prediction with 1.9M reactions from USPTO patents (1976-2016). Task: Predict the product of the given reaction. Given the reactants C(OC(N1CCC(C(O[C:21]2[CH:43]=[CH:42][C:24]3[C:25]4[N:29]([CH2:30][CH2:31][O:32][C:23]=3[CH:22]=2)[CH:28]=[C:27]([C:33]2[N:34]([CH:39]([CH3:41])[CH3:40])[N:35]=[C:36]([CH3:38])[N:37]=2)[N:26]=4)CC)CC1)=O)C1C=CC=CC=1.[CH2:44]([O:51][C:52]([N:54]1[CH2:59][CH2:58][CH:57]([CH:60]([O:65]S(C(F)(F)F)(=O)=O)[C:61]([F:64])([F:63])[F:62])[CH2:56][CH2:55]1)=[O:53])[C:45]1[CH:50]=[CH:49][CH:48]=[CH:47][CH:46]=1.C([O-])([O-])=O.[Cs+].[Cs+], predict the reaction product. The product is: [CH2:44]([O:51][C:52]([N:54]1[CH2:59][CH2:58][CH:57]([CH:60]([O:65][C:21]2[CH:43]=[CH:42][C:24]3[C:25]4[N:29]([CH2:30][CH2:31][O:32][C:23]=3[CH:22]=2)[CH:28]=[C:27]([C:33]2[N:34]([CH:39]([CH3:41])[CH3:40])[N:35]=[C:36]([CH3:38])[N:37]=2)[N:26]=4)[C:61]([F:64])([F:63])[F:62])[CH2:56][CH2:55]1)=[O:53])[C:45]1[CH:50]=[CH:49][CH:48]=[CH:47][CH:46]=1.